From a dataset of TCR-epitope binding with 47,182 pairs between 192 epitopes and 23,139 TCRs. Binary Classification. Given a T-cell receptor sequence (or CDR3 region) and an epitope sequence, predict whether binding occurs between them. (1) The epitope is NLDSKVGGNY. The TCR CDR3 sequence is CASSRDFSTDTQYF. Result: 1 (the TCR binds to the epitope). (2) The epitope is FLPRVFSAV. The TCR CDR3 sequence is CASSYGTSDEQFF. Result: 0 (the TCR does not bind to the epitope). (3) The epitope is FLYNLLTRV. The TCR CDR3 sequence is CASSLGPTVQGNYGYTF. Result: 0 (the TCR does not bind to the epitope). (4) The epitope is SLYNTVATL. Result: 1 (the TCR binds to the epitope). The TCR CDR3 sequence is CASEGFLAGQFF. (5) Result: 1 (the TCR binds to the epitope). The epitope is LPRRSGAAGA. The TCR CDR3 sequence is CASSLQGPNQPQHF. (6) The epitope is ISDYDYYRY. The TCR CDR3 sequence is CSVGEAGELFF. Result: 0 (the TCR does not bind to the epitope).